Dataset: Peptide-MHC class II binding affinity with 134,281 pairs from IEDB. Task: Regression. Given a peptide amino acid sequence and an MHC pseudo amino acid sequence, predict their binding affinity value. This is MHC class II binding data. (1) The peptide sequence is NFISGIQYLAGLSTLPGNPA. The MHC is DRB1_1101 with pseudo-sequence DRB1_1101. The binding affinity (normalized) is 0.602. (2) The peptide sequence is IYTYRIIKSSFPVPT. The MHC is DRB1_0101 with pseudo-sequence DRB1_0101. The binding affinity (normalized) is 0.546. (3) The peptide sequence is KVTAKGVSEANTCAA. The MHC is DRB1_0301 with pseudo-sequence DRB1_0301. The binding affinity (normalized) is 0. (4) The peptide sequence is DFKVAATAANAAPAN. The MHC is DRB1_1001 with pseudo-sequence DRB1_1001. The binding affinity (normalized) is 0.600. (5) The peptide sequence is AAMGLRISSSFSFGG. The MHC is DRB3_0101 with pseudo-sequence DRB3_0101. The binding affinity (normalized) is 0.742. (6) The peptide sequence is SQDLEGSWNLNGLQAY. The MHC is DRB1_0401 with pseudo-sequence DRB1_0401. The binding affinity (normalized) is 0.401.